The task is: Predict the product of the given reaction.. This data is from Forward reaction prediction with 1.9M reactions from USPTO patents (1976-2016). (1) Given the reactants [H-].[Na+].[NH:3]1[CH:7]=[CH:6][C:5]([N:8]2C(=O)C3C(=CC=CC=3)C2=O)=[N:4]1.Cl[CH2:20][C:21]1[CH:22]=[N:23][CH:24]=[CH:25][CH:26]=1, predict the reaction product. The product is: [N:23]1[CH:24]=[CH:25][CH:26]=[C:21]([CH2:20][N:3]2[CH:7]=[CH:6][C:5]([NH2:8])=[N:4]2)[CH:22]=1. (2) Given the reactants Br[CH2:2][C:3]1[C:8]([CH:9]2[CH2:11][CH2:10]2)=[CH:7][CH:6]=[CH:5][C:4]=1[N:12]1[C:16](=[O:17])[N:15]([CH3:18])[N:14]=[N:13]1.[F:19][C:20]1[CH:25]=[CH:24][C:23]([N:26]2[CH:30]=[CH:29][C:28]([OH:31])=[N:27]2)=[CH:22][CH:21]=1.C(=O)([O-])[O-].[K+].[K+].C(#N)C, predict the reaction product. The product is: [F:19][C:20]1[CH:21]=[CH:22][C:23]([N:26]2[CH:30]=[CH:29][C:28]([O:31][CH2:2][C:3]3[C:8]([CH:9]4[CH2:11][CH2:10]4)=[CH:7][CH:6]=[CH:5][C:4]=3[N:12]3[C:16](=[O:17])[N:15]([CH3:18])[N:14]=[N:13]3)=[N:27]2)=[CH:24][CH:25]=1.